Predict which catalyst facilitates the given reaction. From a dataset of Catalyst prediction with 721,799 reactions and 888 catalyst types from USPTO. Reactant: [C:1](Cl)(=O)[C:2]([Cl:4])=[O:3].[F:7][C:8]([F:19])([F:18])[C@H:9]1[CH2:14][CH2:13][C@H](C(O)=O)[CH2:11][CH2:10]1. Product: [F:7][C:8]([F:19])([F:18])[C@H:9]1[CH2:14][CH2:13][C@H:1]([C:2]([Cl:4])=[O:3])[CH2:11][CH2:10]1. The catalyst class is: 2.